Dataset: NCI-60 drug combinations with 297,098 pairs across 59 cell lines. Task: Regression. Given two drug SMILES strings and cell line genomic features, predict the synergy score measuring deviation from expected non-interaction effect. (1) Drug 1: CCC1=CC2CC(C3=C(CN(C2)C1)C4=CC=CC=C4N3)(C5=C(C=C6C(=C5)C78CCN9C7C(C=CC9)(C(C(C8N6C)(C(=O)OC)O)OC(=O)C)CC)OC)C(=O)OC.C(C(C(=O)O)O)(C(=O)O)O. Drug 2: CC=C1C(=O)NC(C(=O)OC2CC(=O)NC(C(=O)NC(CSSCCC=C2)C(=O)N1)C(C)C)C(C)C. Cell line: NCI-H322M. Synergy scores: CSS=58.2, Synergy_ZIP=4.16, Synergy_Bliss=4.37, Synergy_Loewe=-5.61, Synergy_HSA=7.47. (2) Drug 1: C1=CC=C(C(=C1)C(C2=CC=C(C=C2)Cl)C(Cl)Cl)Cl. Drug 2: COCCOC1=C(C=C2C(=C1)C(=NC=N2)NC3=CC=CC(=C3)C#C)OCCOC.Cl. Cell line: UACC62. Synergy scores: CSS=3.51, Synergy_ZIP=0.000538, Synergy_Bliss=4.67, Synergy_Loewe=1.41, Synergy_HSA=3.01. (3) Drug 1: C1=CC(=C2C(=C1NCCNCCO)C(=O)C3=C(C=CC(=C3C2=O)O)O)NCCNCCO. Drug 2: C(CN)CNCCSP(=O)(O)O. Cell line: BT-549. Synergy scores: CSS=46.6, Synergy_ZIP=2.36, Synergy_Bliss=4.37, Synergy_Loewe=-28.2, Synergy_HSA=4.57. (4) Drug 1: CNC(=O)C1=CC=CC=C1SC2=CC3=C(C=C2)C(=NN3)C=CC4=CC=CC=N4. Drug 2: CS(=O)(=O)C1=CC(=C(C=C1)C(=O)NC2=CC(=C(C=C2)Cl)C3=CC=CC=N3)Cl. Cell line: MDA-MB-435. Synergy scores: CSS=-1.18, Synergy_ZIP=3.36, Synergy_Bliss=6.65, Synergy_Loewe=-7.38, Synergy_HSA=-1.07. (5) Drug 1: C(=O)(N)NO. Drug 2: COC1=C2C(=CC3=C1OC=C3)C=CC(=O)O2. Cell line: NCI/ADR-RES. Synergy scores: CSS=2.25, Synergy_ZIP=8.41, Synergy_Bliss=5.32, Synergy_Loewe=0.764, Synergy_HSA=0.870. (6) Drug 1: CS(=O)(=O)CCNCC1=CC=C(O1)C2=CC3=C(C=C2)N=CN=C3NC4=CC(=C(C=C4)OCC5=CC(=CC=C5)F)Cl. Drug 2: CC(C)(C#N)C1=CC(=CC(=C1)CN2C=NC=N2)C(C)(C)C#N. Cell line: SF-539. Synergy scores: CSS=0.324, Synergy_ZIP=-3.00, Synergy_Bliss=-5.79, Synergy_Loewe=-3.24, Synergy_HSA=-4.61. (7) Drug 1: CN(CC1=CN=C2C(=N1)C(=NC(=N2)N)N)C3=CC=C(C=C3)C(=O)NC(CCC(=O)O)C(=O)O. Drug 2: CC1C(C(CC(O1)OC2CC(CC3=C2C(=C4C(=C3O)C(=O)C5=C(C4=O)C(=CC=C5)OC)O)(C(=O)CO)O)N)O.Cl. Cell line: NCI-H226. Synergy scores: CSS=42.6, Synergy_ZIP=-1.84, Synergy_Bliss=-6.31, Synergy_Loewe=-15.7, Synergy_HSA=-2.29. (8) Drug 1: CC12CCC3C(C1CCC2O)C(CC4=C3C=CC(=C4)O)CCCCCCCCCS(=O)CCCC(C(F)(F)F)(F)F. Drug 2: C#CCC(CC1=CN=C2C(=N1)C(=NC(=N2)N)N)C3=CC=C(C=C3)C(=O)NC(CCC(=O)O)C(=O)O. Cell line: A498. Synergy scores: CSS=2.73, Synergy_ZIP=-0.654, Synergy_Bliss=0.195, Synergy_Loewe=-23.7, Synergy_HSA=-1.87. (9) Drug 1: CC(CN1CC(=O)NC(=O)C1)N2CC(=O)NC(=O)C2. Drug 2: C1CC(C1)(C(=O)O)C(=O)O.[NH2-].[NH2-].[Pt+2]. Cell line: EKVX. Synergy scores: CSS=11.3, Synergy_ZIP=-4.96, Synergy_Bliss=-2.51, Synergy_Loewe=-1.95, Synergy_HSA=-1.25. (10) Drug 1: CC1=C(C=C(C=C1)C(=O)NC2=CC(=CC(=C2)C(F)(F)F)N3C=C(N=C3)C)NC4=NC=CC(=N4)C5=CN=CC=C5. Drug 2: C1CN1C2=NC(=NC(=N2)N3CC3)N4CC4. Cell line: BT-549. Synergy scores: CSS=15.2, Synergy_ZIP=0.423, Synergy_Bliss=1.03, Synergy_Loewe=-6.44, Synergy_HSA=-1.91.